From a dataset of Forward reaction prediction with 1.9M reactions from USPTO patents (1976-2016). Predict the product of the given reaction. Given the reactants [F:1][CH:2]([F:28])[O:3][C:4]1[CH:9]=[CH:8][C:7]([CH:10]2[CH2:15][N:14]([C:16]([N:18]3[CH2:23][CH2:22][S:21](=[O:24])[CH2:20][CH2:19]3)=[O:17])[CH2:13][CH:12]([C:25](O)=[O:26])[CH2:11]2)=[CH:6][CH:5]=1.O[N:30]=[C:31]([O:33][CH2:34][CH3:35])[NH2:32].CN(C(ON1N=NC2C=CC=NC1=2)=[N+](C)C)C.F[P-](F)(F)(F)(F)F.C(N(CC)C(C)C)(C)C, predict the reaction product. The product is: [F:1][CH:2]([F:28])[O:3][C:4]1[CH:5]=[CH:6][C:7]([CH:10]2[CH2:11][CH:12]([C:25]3[O:26][N:32]=[C:31]([O:33][CH2:34][CH3:35])[N:30]=3)[CH2:13][N:14]([C:16]([N:18]3[CH2:23][CH2:22][S:21](=[O:24])[CH2:20][CH2:19]3)=[O:17])[CH2:15]2)=[CH:8][CH:9]=1.